Dataset: Forward reaction prediction with 1.9M reactions from USPTO patents (1976-2016). Task: Predict the product of the given reaction. Given the reactants [CH3:1][C:2]1[CH:3]=[C:4]2[C:9](=[CH:10][CH:11]=1)[N:8]=[CH:7][CH:6]=[CH:5]2.[Br:12]N1C(=O)CCC1=O.C(OOC(=O)C1C=CC=CC=1)(=O)C1C=CC=CC=1, predict the reaction product. The product is: [Br:12][CH2:1][C:2]1[CH:3]=[C:4]2[C:9](=[CH:10][CH:11]=1)[N:8]=[CH:7][CH:6]=[CH:5]2.